Predict the reactants needed to synthesize the given product. From a dataset of Full USPTO retrosynthesis dataset with 1.9M reactions from patents (1976-2016). (1) Given the product [N+:23]([C:14]1[CH:15]=[C:16]([C:19]([F:20])([F:21])[F:22])[CH:17]=[CH:18][C:13]=1[N:1]1[CH:5]=[CH:4][CH:3]=[N:2]1)([O-:25])=[O:24], predict the reactants needed to synthesize it. The reactants are: [NH:1]1[CH:5]=[CH:4][CH:3]=[N:2]1.CC(C)([O-])C.[K+].F[C:13]1[CH:18]=[CH:17][C:16]([C:19]([F:22])([F:21])[F:20])=[CH:15][C:14]=1[N+:23]([O-:25])=[O:24].[Cl-].[NH4+]. (2) Given the product [CH:54]1([CH2:57][N:58]([CH2:59][C:60]2[NH:61][C:62](=[O:70])[C:63]3[CH2:69][O:68][CH2:67][CH2:66][C:64]=3[N:65]=2)[C:16](=[O:18])[CH2:15][N:12]2[CH2:11][CH2:10][CH:9]([C:7](=[O:8])[C:6]3[CH:5]=[CH:4][C:3]([O:2][CH3:1])=[CH:20][CH:19]=3)[CH2:14][CH2:13]2)[CH2:56][CH2:55]1, predict the reactants needed to synthesize it. The reactants are: [CH3:1][O:2][C:3]1[CH:20]=[CH:19][C:6]([C:7]([CH:9]2[CH2:14][CH2:13][N:12]([CH2:15][C:16]([OH:18])=O)[CH2:11][CH2:10]2)=[O:8])=[CH:5][CH:4]=1.CCN(C(C)C)C(C)C.CN(C(ON1N=NC2C=CC=NC1=2)=[N+](C)C)C.F[P-](F)(F)(F)(F)F.[CH:54]1([CH2:57][NH:58][CH2:59][C:60]2[NH:61][C:62](=[O:70])[C:63]3[CH2:69][O:68][CH2:67][CH2:66][C:64]=3[N:65]=2)[CH2:56][CH2:55]1. (3) Given the product [Cl:27][C:28]1[CH:29]=[C:30]([CH:34]=[C:35]([O:37][CH3:38])[N:36]=1)[C:31]([NH:10][CH2:11][C@H:12]1[CH2:13][CH2:14][C@H:15]([CH2:18][NH:19][C:20](=[O:26])[O:21][C:22]([CH3:23])([CH3:25])[CH3:24])[CH2:16][CH2:17]1)=[O:32], predict the reactants needed to synthesize it. The reactants are: CCN(C(C)C)C(C)C.[NH2:10][CH2:11][C@H:12]1[CH2:17][CH2:16][C@H:15]([CH2:18][NH:19][C:20](=[O:26])[O:21][C:22]([CH3:25])([CH3:24])[CH3:23])[CH2:14][CH2:13]1.[Cl:27][C:28]1[CH:29]=[C:30]([CH:34]=[C:35]([O:37][CH3:38])[N:36]=1)[C:31](O)=[O:32].CN(C(ON1N=NC2C=CC=CC1=2)=[N+](C)C)C.[B-](F)(F)(F)F.